Predict the product of the given reaction. From a dataset of Forward reaction prediction with 1.9M reactions from USPTO patents (1976-2016). (1) Given the reactants [Br:1][C:2]1[CH:3]=[C:4]([CH:11]=[C:12](/[CH:15]=[CH:16]/[CH2:17][O:18][CH3:19])[C:13]=1[CH3:14])[C:5]([NH:7][CH:8]1[CH2:10][CH2:9]1)=[O:6], predict the reaction product. The product is: [Br:1][C:2]1[CH:3]=[C:4]([CH:11]=[C:12]([CH2:15][CH2:16][CH2:17][O:18][CH3:19])[C:13]=1[CH3:14])[C:5]([NH:7][CH:8]1[CH2:10][CH2:9]1)=[O:6]. (2) The product is: [C:2]([C:6]1[CH:7]=[CH:8][C:9]([N:12]2[C@@H:16]([C:17]3[CH:18]=[CH:19][C:20]4[N:24]=[C:23]([C@@H:25]5[CH2:29][CH2:28][CH2:27][N:26]5[C:30](=[O:40])[C@@H:31]([NH:35][C:36]([O:38][CH3:39])=[O:37])[CH:32]([CH3:34])[CH3:33])[NH:22][C:21]=4[CH:41]=3)[CH2:15][CH2:14][C@@H:13]2[C:42]2[CH:47]=[CH:46][C:45]([C:48]3[NH:52][C:51]([C@@H:53]4[CH2:57][CH2:56][CH2:55][N:54]4[C:64](=[O:65])[C@@H:63]([NH:62][C:60](=[O:61])[O:59][CH3:58])[CH:67]([CH3:69])[CH3:68])=[N:50][CH:49]=3)=[CH:44][CH:43]=2)=[CH:10][CH:11]=1)([CH3:4])([CH3:5])[CH3:3]. Given the reactants [Cl-].[C:2]([C:6]1[CH:11]=[CH:10][C:9]([N:12]2[CH:16]([C:17]3[CH:18]=[CH:19][C:20]4[N:24]=[C:23]([C@@H:25]5[CH2:29][CH2:28][CH2:27][N:26]5[C:30](=[O:40])[C@@H:31]([NH:35][C:36]([O:38][CH3:39])=[O:37])[CH:32]([CH3:34])[CH3:33])[NH:22][C:21]=4[CH:41]=3)[CH2:15][CH2:14][CH:13]2[C:42]2[CH:47]=[CH:46][C:45]([C:48]3[NH:52][C:51]([C@@H:53]4[CH2:57][CH2:56][CH2:55][NH2+:54]4)=[N:50][CH:49]=3)=[CH:44][CH:43]=2)=[CH:8][CH:7]=1)([CH3:5])([CH3:4])[CH3:3].[CH3:58][O:59][C:60]([NH:62][C@@H:63]([CH:67]([CH3:69])[CH3:68])[C:64](O)=[O:65])=[O:61].C1C=CC2N(O)N=NC=2C=1.CCN=C=NCCCN(C)C.CN1CCOCC1, predict the reaction product. (3) Given the reactants [Br:1][C:2]1[C:7]2[N:8]([CH3:14])[C:9]([C@@H:11]([NH2:13])[CH3:12])=[N:10][C:6]=2[CH:5]=[CH:4][CH:3]=1.[NH2:15][C:16]1[C:21]([C:22]#[N:23])=[C:20](Cl)[N:19]=[CH:18][N:17]=1.CCN(C(C)C)C(C)C, predict the reaction product. The product is: [NH2:15][C:16]1[C:21]([C:22]#[N:23])=[C:20]([NH:13][C@H:11]([C:9]2[N:8]([CH3:14])[C:7]3[C:2]([Br:1])=[CH:3][CH:4]=[CH:5][C:6]=3[N:10]=2)[CH3:12])[N:19]=[CH:18][N:17]=1. (4) Given the reactants COC1C=C2C(=CC=1)CC(C1C(C)=CC=CC=1N)CC2.Cl.[F:22][C:23]1[CH:24]=[C:25]([CH:29]=[CH:30][C:31]=1[O:32][CH2:33][CH2:34][N:35]1[CH2:40][CH2:39][CH2:38][CH2:37][CH2:36]1)[C:26](Cl)=O.FC1C=[C:44](C=CC=1OCCN1CCCCC1)[CH2:45][NH:46][C:47]1[CH:52]=[CH:51][CH:50]=[C:49]([CH3:53])[C:48]=1[CH:54]1[CH2:63][CH2:62][C:61]2[C:56](=[CH:57][CH:58]=[C:59]([O:64][CH3:65])[CH:60]=2)[CH2:55]1, predict the reaction product. The product is: [CH2:45]([N:46]([CH2:26][C:25]1[CH:29]=[CH:30][C:31]([O:32][CH2:33][CH2:34][N:35]2[CH2:40][CH2:39][CH2:38][CH2:37][CH2:36]2)=[C:23]([F:22])[CH:24]=1)[C:47]1[CH:52]=[CH:51][CH:50]=[C:49]([CH3:53])[C:48]=1[CH:54]1[CH2:63][CH2:62][C:61]2[C:56](=[CH:57][CH:58]=[C:59]([O:64][CH3:65])[CH:60]=2)[CH2:55]1)[CH3:44]. (5) Given the reactants [F:1][C:2]1[CH:3]=[C:4]([N:8]2[C:12]([CH2:13]O)=[N:11][CH:10]=[N:9]2)[CH:5]=[CH:6][CH:7]=1.S(Cl)(Cl)=O.[C:19](#[N:21])C.C(N(CC)CC)C, predict the reaction product. The product is: [F:1][C:2]1[CH:3]=[C:4]([N:8]2[C:12]([CH2:13][C:19]#[N:21])=[N:11][CH:10]=[N:9]2)[CH:5]=[CH:6][CH:7]=1. (6) Given the reactants [C:1](Cl)(=[O:5])[C:2](Cl)=O.[CH3:7][N:8]([CH:10]=O)[CH3:9].[NH2:12][C:13]1[CH:14]=[C:15]2[C:20](=[CH:21][CH:22]=1)[N:19]=[CH:18][C:17]([C:23]#[N:24])=[C:16]2[NH:25][C:26]1[CH:31]=[CH:30][C:29]([O:32][C:33]2[CH:38]=[CH:37][CH:36]=[CH:35][CH:34]=2)=[CH:28][CH:27]=1.[C:39]([O-])(O)=O.[Na+], predict the reaction product. The product is: [C:23]([C:17]1[CH:18]=[N:19][C:20]2[C:15]([C:16]=1[NH:25][C:26]1[CH:31]=[CH:30][C:29]([O:32][C:33]3[CH:34]=[CH:35][CH:36]=[CH:37][CH:38]=3)=[CH:28][CH:27]=1)=[CH:14][C:13]([NH:12][C:1](=[O:5])/[CH:2]=[CH:39]/[CH2:10][N:8]([CH3:7])[CH3:9])=[CH:22][CH:21]=2)#[N:24]. (7) The product is: [CH3:3][O:4][C:5]1[CH:6]=[CH:7][C:8]([NH:11][C:12]2[CH:17]=[CH:16][CH:15]=[CH:14][C:13]=2[NH:18][C:26]([C:25]2[C:21]([CH2:19][CH3:20])=[N:22][O:23][CH:24]=2)=[O:27])=[CH:9][CH:10]=1. Given the reactants Cl.Cl.[CH3:3][O:4][C:5]1[CH:10]=[CH:9][C:8]([NH:11][C:12]2[C:13]([NH2:18])=[CH:14][CH:15]=[CH:16][CH:17]=2)=[CH:7][CH:6]=1.[CH2:19]([C:21]1[C:25]([C:26](O)=[O:27])=[CH:24][O:23][N:22]=1)[CH3:20].CCN(CC)CC, predict the reaction product.